Predict the reactants needed to synthesize the given product. From a dataset of Full USPTO retrosynthesis dataset with 1.9M reactions from patents (1976-2016). (1) Given the product [F:25][C:26]1[CH:27]=[C:28]([CH:31]=[C:32]([F:34])[CH:33]=1)[CH2:29][NH:1][C:4]1[C:5]2[CH:6]=[CH:7][C:8]([NH:15][CH:16]3[CH2:24][C:23]4[C:18](=[CH:19][CH:20]=[CH:21][CH:22]=4)[CH2:17]3)=[N:9][C:10]=2[CH:11]=[CH:12][CH:13]=1, predict the reactants needed to synthesize it. The reactants are: [N+:1]([C:4]1[CH:13]=[CH:12][CH:11]=[C:10]2[C:5]=1[CH:6]=[CH:7][C:8](Cl)=[N:9]2)([O-])=O.[NH2:15][CH:16]1[CH2:24][C:23]2[C:18](=[CH:19][CH:20]=[CH:21][CH:22]=2)[CH2:17]1.[F:25][C:26]1[CH:27]=[C:28]([CH:31]=[C:32]([F:34])[CH:33]=1)[CH:29]=O. (2) Given the product [C:1]([C:3]1[C:4]([C:18]2[CH:19]=[CH:20][C:21]([N+:24]([O-:26])=[O:25])=[CH:22][CH:23]=2)=[N:5][S:6][C:7]=1[NH:8][C:9]([NH:32][CH2:31][CH2:30][CH2:29][O:28][CH3:27])=[O:17])#[N:2], predict the reactants needed to synthesize it. The reactants are: [C:1]([C:3]1[C:4]([C:18]2[CH:23]=[CH:22][C:21]([N+:24]([O-:26])=[O:25])=[CH:20][CH:19]=2)=[N:5][S:6][C:7]=1[NH:8][C:9](=[O:17])OC1C=CC=CC=1)#[N:2].[CH3:27][O:28][CH2:29][CH2:30][CH2:31][NH2:32]. (3) Given the product [Br:1][C:2]1[CH:3]=[N:4][C:5]2[N:6]([N:8]=[C:9]([C:11]([N:21]3[CH2:20][CH2:19][N:18]4[CH:24]=[C:15]([CH3:14])[N:16]=[C:17]4[CH:22]3[CH3:23])=[O:13])[CH:10]=2)[CH:7]=1, predict the reactants needed to synthesize it. The reactants are: [Br:1][C:2]1[CH:3]=[N:4][C:5]2[N:6]([N:8]=[C:9]([C:11]([OH:13])=O)[CH:10]=2)[CH:7]=1.[CH3:14][C:15]1[N:16]=[C:17]2[CH:22]([CH3:23])[NH:21][CH2:20][CH2:19][N:18]2[CH:24]=1. (4) Given the product [CH2:36]([C:29]1[CH:30]=[C:31]([OH:35])[C:32]([F:34])=[CH:33][C:28]=1[C:24]1[CH:23]=[C:22]2[C:27]([C:19]([C:17]3[NH:16][C:13]4[CH2:14][CH2:15][N:10]([C:8]([C:5]5[N:6]=[CH:7][C:2]([N:44]6[CH2:45][CH2:46][N:41]([CH:38]([CH3:40])[CH3:39])[CH2:42][CH2:43]6)=[N:3][CH:4]=5)=[O:9])[CH2:11][C:12]=4[N:18]=3)=[N:20][NH:21]2)=[CH:26][CH:25]=1)[CH3:37], predict the reactants needed to synthesize it. The reactants are: Cl[C:2]1[N:3]=[CH:4][C:5]([C:8]([N:10]2[CH2:15][CH2:14][C:13]3[NH:16][C:17]([C:19]4[C:27]5[C:22](=[CH:23][C:24]([C:28]6[CH:33]=[C:32]([F:34])[C:31]([OH:35])=[CH:30][C:29]=6[CH2:36][CH3:37])=[CH:25][CH:26]=5)[NH:21][N:20]=4)=[N:18][C:12]=3[CH2:11]2)=[O:9])=[N:6][CH:7]=1.[CH:38]([N:41]1[CH2:46][CH2:45][NH:44][CH2:43][CH2:42]1)([CH3:40])[CH3:39]. (5) The reactants are: [CH3:1][O:2][C:3]1[CH:4]=[C:5]([N:12]2[CH2:17][CH2:16][CH:15]([N:18]3[CH2:23][CH2:22][N:21]([CH3:24])[CH2:20][CH2:19]3)[CH2:14][CH2:13]2)[CH:6]=[CH:7][C:8]=1[N+:9]([O-])=O.C(OCC)(=O)C. Given the product [CH3:1][O:2][C:3]1[CH:4]=[C:5]([N:12]2[CH2:17][CH2:16][CH:15]([N:18]3[CH2:23][CH2:22][N:21]([CH3:24])[CH2:20][CH2:19]3)[CH2:14][CH2:13]2)[CH:6]=[CH:7][C:8]=1[NH2:9], predict the reactants needed to synthesize it. (6) The reactants are: [F:1][C:2]([F:11])([C:5]1[CH:10]=[CH:9][CH:8]=[CH:7][N:6]=1)[CH2:3][OH:4].C(C1C=C(C)C=C(C(C)(C)C)N=1)(C)(C)C.[S:27](O[S:27]([C:30]([F:33])([F:32])[F:31])(=[O:29])=[O:28])([C:30]([F:33])([F:32])[F:31])(=[O:29])=[O:28]. Given the product [F:31][C:30]([F:33])([F:32])[S:27]([O:4][CH2:3][C:2]([F:1])([F:11])[C:5]1[CH:10]=[CH:9][CH:8]=[CH:7][N:6]=1)(=[O:29])=[O:28], predict the reactants needed to synthesize it. (7) Given the product [OH:11][CH2:10][CH2:9][N:8]1[CH2:7][C:6]([CH3:13])([CH3:12])[NH:5][C:6]([CH3:13])([CH3:12])[C:7]1=[O:14], predict the reactants needed to synthesize it. The reactants are: C(Cl)(Cl)Cl.[NH2:5][C:6]([CH3:13])([CH3:12])[CH2:7][NH:8][CH2:9][CH2:10][OH:11].[OH-:14].[Na+]. (8) Given the product [NH:19]1[C:23]2[CH:24]=[CH:25][CH:26]=[CH:27][C:22]=2[N:21]=[C:20]1[NH:28][CH2:29][CH:30]1[CH2:35][CH2:34][N:33]([CH2:27][CH2:22][CH2:23][CH2:24][C:1]2[CH:2]=[CH:16][CH:15]=[CH:38][CH:37]=2)[CH2:32][CH2:31]1, predict the reactants needed to synthesize it. The reactants are: [C:1](O)(=O)[CH3:2].C(O[BH-](O[C:15](=O)[CH3:16])OC(=O)C)(=O)C.[Na+].[NH:19]1[C:23]2[CH:24]=[CH:25][CH:26]=[CH:27][C:22]=2[N:21]=[C:20]1[NH:28][CH2:29][CH:30]1[CH2:35][CH2:34][NH:33][CH2:32][CH2:31]1.Cl[CH:37](Cl)[CH3:38]. (9) Given the product [F:18][C:4]1([F:3])[C:9](=[O:10])[CH2:8][CH2:7][N:6]([C:11]([O:13][C:14]([CH3:16])([CH3:15])[CH3:17])=[O:12])[CH2:5]1, predict the reactants needed to synthesize it. The reactants are: N#N.[F:3][C:4]1([F:18])[CH:9]([OH:10])[CH2:8][CH2:7][N:6]([C:11]([O:13][C:14]([CH3:17])([CH3:16])[CH3:15])=[O:12])[CH2:5]1.CC(OI1(OC(C)=O)(OC(C)=O)OC(=O)C2C=CC=CC1=2)=O.C([O-])(O)=O.[Na+].[O-]S([O-])=O.[Na+].[Na+].